Dataset: TCR-epitope binding with 47,182 pairs between 192 epitopes and 23,139 TCRs. Task: Binary Classification. Given a T-cell receptor sequence (or CDR3 region) and an epitope sequence, predict whether binding occurs between them. (1) The epitope is HPVGEADYFEY. The TCR CDR3 sequence is CASSPGGETQYF. Result: 0 (the TCR does not bind to the epitope). (2) The TCR CDR3 sequence is CASSPGLAGGRTGELFF. Result: 1 (the TCR binds to the epitope). The epitope is FVDGVPFVV. (3) The epitope is KTWGQYWQV. The TCR CDR3 sequence is CASRQEGPGPYNEQFF. Result: 0 (the TCR does not bind to the epitope). (4) The epitope is KAYNVTQAF. The TCR CDR3 sequence is CASSRGYEQYF. Result: 1 (the TCR binds to the epitope). (5) The epitope is GTHWFVTQR. The TCR CDR3 sequence is CASSLAGRNTEAFF. Result: 1 (the TCR binds to the epitope). (6) The TCR CDR3 sequence is CASSQTTPLTYNYEQYF. Result: 1 (the TCR binds to the epitope). The epitope is AYAQKIFKI. (7) The epitope is ELAGIGILTV. The TCR CDR3 sequence is CASSPRDRGEFF. Result: 1 (the TCR binds to the epitope). (8) The epitope is FLLNKEMYL. The TCR CDR3 sequence is CASSPGQFGNTIYF. Result: 0 (the TCR does not bind to the epitope). (9) The epitope is HPVGEADYFEY. The TCR CDR3 sequence is CASSVLAARTDTQYF. Result: 0 (the TCR does not bind to the epitope).